Dataset: Full USPTO retrosynthesis dataset with 1.9M reactions from patents (1976-2016). Task: Predict the reactants needed to synthesize the given product. (1) Given the product [CH2:15]([O:22][C:2]1[CH:7]=[CH:6][C:5]([N+:8]([O-:10])=[O:9])=[CH:4][C:3]=1[C:11]([F:14])([F:13])[F:12])[C:16]1[CH:21]=[CH:20][CH:19]=[CH:18][CH:17]=1, predict the reactants needed to synthesize it. The reactants are: F[C:2]1[CH:7]=[CH:6][C:5]([N+:8]([O-:10])=[O:9])=[CH:4][C:3]=1[C:11]([F:14])([F:13])[F:12].[CH2:15]([OH:22])[C:16]1[CH:21]=[CH:20][CH:19]=[CH:18][CH:17]=1.[H-].[Na+]. (2) The reactants are: [NH2:1][C:2]1[C:3]([C:21]([OH:23])=[O:22])=[N:4][C:5]([C:14]2[CH:19]=[CH:18][C:17](=[O:20])[NH:16][CH:15]=2)=[C:6]([C:8]2[CH:13]=[CH:12][CH:11]=[CH:10][CH:9]=2)[N:7]=1.[CH2:24](I)[CH3:25].[CH3:27][C:28]([O-])(C)C.[K+].[CH3:33][CH2:34][O:35][C:36]([CH3:38])=[O:37]. Given the product [NH2:1][C:2]1[C:3]([C:21]([O:23][CH2:24][CH3:25])=[O:22])=[N:4][C:5]([C:14]2[CH:19]=[CH:18][C:17](=[O:20])[NH:16][CH:15]=2)=[C:6]([C:8]2[CH:9]=[CH:10][CH:11]=[CH:12][CH:13]=2)[N:7]=1.[NH2:1][C:2]1[C:38]([C:36]([O:35][CH2:34][CH3:33])=[O:37])=[N:4][C:5]([C:14]2[CH:19]=[CH:18][C:17](=[O:20])[N:16]([CH2:27][CH3:28])[CH:15]=2)=[C:6]([C:8]2[CH:9]=[CH:10][CH:11]=[CH:12][CH:13]=2)[N:7]=1, predict the reactants needed to synthesize it.